Dataset: Forward reaction prediction with 1.9M reactions from USPTO patents (1976-2016). Task: Predict the product of the given reaction. (1) Given the reactants [CH2:1]([C:8]1[CH:9]=[C:10]([NH:14][C:15]2[C:20]([C:21]([NH:23][C@@H:24]3[CH2:29][CH2:28][C@H:27]([NH:30][C:31]([C:33]4[N:34]=[C:35]5[CH:40]=[CH:39][CH:38]=[CH:37][N:36]5[CH:41]=4)=[O:32])[CH2:26][CH2:25]3)=[O:22])=[CH:19][C:18]([F:42])=[CH:17][N:16]=2)[CH:11]=[CH:12][CH:13]=1)[C:2]1[CH:7]=[CH:6][CH:5]=[CH:4][CH:3]=1.[C:43](N1C=CN=C1)(N1C=CN=C1)=[O:44].[H-].[Na+], predict the reaction product. The product is: [CH2:1]([C:8]1[CH:9]=[C:10]([N:14]2[C:15]3[N:16]=[CH:17][C:18]([F:42])=[CH:19][C:20]=3[C:21](=[O:22])[N:23]([C@@H:24]3[CH2:29][CH2:28][C@H:27]([NH:30][C:31]([C:33]4[N:34]=[C:35]5[CH:40]=[CH:39][CH:38]=[CH:37][N:36]5[CH:41]=4)=[O:32])[CH2:26][CH2:25]3)[C:43]2=[O:44])[CH:11]=[CH:12][CH:13]=1)[C:2]1[CH:3]=[CH:4][CH:5]=[CH:6][CH:7]=1. (2) Given the reactants [N+:1]([O-:4])(O)=[O:2].[Br:5][C:6]1[CH:11]=[C:10]([F:12])[CH:9]=[CH:8][C:7]=1[CH2:13][C:14]([OH:16])=[O:15], predict the reaction product. The product is: [Br:5][C:6]1[CH:11]=[C:10]([F:12])[C:9]([N+:1]([O-:4])=[O:2])=[CH:8][C:7]=1[CH2:13][C:14]([OH:16])=[O:15]. (3) Given the reactants [CH3:1][O:2][C:3](=[O:22])[CH:4]([C:9]1[CH:14]=[CH:13][C:12]([NH2:15])=[C:11]([C:16]2[CH2:21][CH2:20][CH2:19][CH2:18][CH:17]=2)[CH:10]=1)[C:5]([O:7][CH3:8])=[O:6].[K+].[C:24]([C:26]1[N:27]=[C:28]([C:39]([O-])=[O:40])[N:29]([CH2:31][O:32][CH2:33][CH2:34][Si:35]([CH3:38])([CH3:37])[CH3:36])[CH:30]=1)#[N:25].F[P-](F)(F)(F)(F)F.Br[P+](N1CCCC1)(N1CCCC1)N1CCCC1.C(N(CC)C(C)C)(C)C, predict the reaction product. The product is: [CH3:1][O:2][C:3](=[O:22])[CH:4]([C:9]1[CH:14]=[CH:13][C:12]([NH:15][C:39]([C:28]2[N:29]([CH2:31][O:32][CH2:33][CH2:34][Si:35]([CH3:38])([CH3:37])[CH3:36])[CH:30]=[C:26]([C:24]#[N:25])[N:27]=2)=[O:40])=[C:11]([C:16]2[CH2:21][CH2:20][CH2:19][CH2:18][CH:17]=2)[CH:10]=1)[C:5]([O:7][CH3:8])=[O:6]. (4) Given the reactants [Cl:1][C:2]1[CH:3]=[C:4]([CH:20]=[CH:21][C:22]=1[Cl:23])[CH2:5][N:6]([CH3:19])[C:7]1[CH:8]=[CH:9][C:10]2[N:11]([C:13]([N+:16]([O-])=O)=[CH:14][N:15]=2)[N:12]=1.C(OCC)(=O)C, predict the reaction product. The product is: [Cl:1][C:2]1[CH:3]=[C:4]([CH:20]=[CH:21][C:22]=1[Cl:23])[CH2:5][N:6]([CH3:19])[C:7]1[CH:8]=[CH:9][C:10]2[N:11]([C:13]([NH2:16])=[CH:14][N:15]=2)[N:12]=1.